This data is from Full USPTO retrosynthesis dataset with 1.9M reactions from patents (1976-2016). The task is: Predict the reactants needed to synthesize the given product. (1) Given the product [Br:29][C:30]1[CH:35]=[CH:34][C:33]([C:16]2[CH:17]=[CH:18][C:19]3[N:7]([C:1]4[CH:6]=[CH:5][CH:4]=[CH:3][CH:2]=4)[C:8]4[C:13]([C:14]=3[CH:15]=2)=[CH:12][CH:11]=[CH:10][CH:9]=4)=[CH:32][CH:31]=1, predict the reactants needed to synthesize it. The reactants are: [C:1]1([N:7]2[C:19]3[CH:18]=[CH:17][C:16](B4OC(C)(C)C(C)(C)O4)=[CH:15][C:14]=3[C:13]3[C:8]2=[CH:9][CH:10]=[CH:11][CH:12]=3)[CH:6]=[CH:5][CH:4]=[CH:3][CH:2]=1.[Br:29][C:30]1[CH:35]=[CH:34][C:33](I)=[CH:32][CH:31]=1.C(=O)([O-])[O-].[K+].[K+]. (2) Given the product [CH2:14]=[C:12]1[CH2:13][N:8]([C:33]([O:35][CH2:36][C:37]2[CH:42]=[CH:41][CH:40]=[CH:39][CH:38]=2)=[O:34])[C@H:9]([C:22]([O:24][CH2:25][C:26]2[CH:27]=[CH:28][CH:29]=[CH:30][CH:31]=2)=[O:23])[C@@H:10]([C:15]([O:17][C:18]([CH3:21])([CH3:20])[CH3:19])=[O:16])[CH2:11]1, predict the reactants needed to synthesize it. The reactants are: C([N:8]1[CH2:13][C:12](=[CH2:14])[CH2:11][C@H:10]([C:15]([O:17][C:18]([CH3:21])([CH3:20])[CH3:19])=[O:16])[C@H:9]1[C:22]([O:24][CH2:25][C:26]1[CH:31]=[CH:30][CH:29]=[CH:28][CH:27]=1)=[O:23])C1C=CC=CC=1.Cl[C:33]([O:35][CH2:36][C:37]1[CH:42]=[CH:41][CH:40]=[CH:39][CH:38]=1)=[O:34]. (3) Given the product [CH3:45][O:44][CH2:43][CH2:42][O:41][C:39]1[CH:38]=[CH:37][N:36]2[C:32]([C:29]3[CH:28]=[CH:27][C:26]4[C:31](=[C:22]([O:21][C@H:18]5[CH2:19][CH2:20][NH:15][CH2:16][C@H:17]5[OH:46])[CH:23]=[CH:24][CH:25]=4)[N:30]=3)=[CH:33][N:34]=[C:35]2[CH:40]=1, predict the reactants needed to synthesize it. The reactants are: C1C2C(=CC=CC=2)C=CC=1COC([N:15]1[CH2:20][CH2:19][C@H:18]([O:21][C:22]2[CH:23]=[CH:24][CH:25]=[C:26]3[C:31]=2[N:30]=[C:29]([C:32]2[N:36]4[CH:37]=[CH:38][C:39]([O:41][CH2:42][CH2:43][O:44][CH3:45])=[CH:40][C:35]4=[N:34][CH:33]=2)[CH:28]=[CH:27]3)[C@H:17]([OH:46])[CH2:16]1)=O. (4) Given the product [ClH:1].[Cl:1][C:2]1[CH:3]=[CH:4][C:5]([O:28][CH2:29][CH:30]([CH3:32])[CH3:31])=[C:6]([CH2:8][N:9]2[C:13]([CH3:14])=[CH:12][C:11]([C:15]([NH:17][C:18]3[CH:23]=[CH:22][C:21]([CH2:24][NH:34][CH3:33])=[CH:20][C:19]=3[O:26][CH3:27])=[O:16])=[N:10]2)[CH:7]=1, predict the reactants needed to synthesize it. The reactants are: [Cl:1][C:2]1[CH:3]=[CH:4][C:5]([O:28][CH2:29][CH:30]([CH3:32])[CH3:31])=[C:6]([CH2:8][N:9]2[C:13]([CH3:14])=[CH:12][C:11]([C:15]([NH:17][C:18]3[CH:23]=[CH:22][C:21]([CH:24]=O)=[CH:20][C:19]=3[O:26][CH3:27])=[O:16])=[N:10]2)[CH:7]=1.[CH3:33][NH2:34].C(O[BH-](OC(=O)C)OC(=O)C)(=O)C.[Na+].C(OCC)(=O)C. (5) Given the product [Cl:15][CH2:13][C:5]([C:4]1[CH:8]=[CH:9][N:10]=[C:2]([Cl:1])[CH:3]=1)=[O:7], predict the reactants needed to synthesize it. The reactants are: [Cl:1][C:2]1[CH:3]=[C:4]([CH:8]=[CH:9][N:10]=1)[C:5]([OH:7])=O.C(Cl)([C:13]([Cl:15])=O)=O.[Si](CC#N)(C)(C)C.CCCCCC.Cl.CCOCC. (6) Given the product [Cl:13][C:14]1[CH:15]=[C:16]2[C:20](=[CH:21][CH:22]=1)[NH:19][C:18](=[O:23])[C:17]2=[CH:5][C:4]1[CH:3]=[C:2]([CH3:1])[C:9]([O:10][CH3:11])=[C:8]([CH3:12])[CH:7]=1, predict the reactants needed to synthesize it. The reactants are: [CH3:1][C:2]1[CH:3]=[C:4]([CH:7]=[C:8]([CH3:12])[C:9]=1[O:10][CH3:11])[CH:5]=O.[Cl:13][C:14]1[CH:15]=[C:16]2[C:20](=[CH:21][CH:22]=1)[NH:19][C:18](=[O:23])[CH2:17]2.